From a dataset of Full USPTO retrosynthesis dataset with 1.9M reactions from patents (1976-2016). Predict the reactants needed to synthesize the given product. (1) Given the product [CH2:1]([O:3][C:4]([C:6]1[C:7](=[O:34])[NH:8][C:9]2[C:14]([C:15]=1[CH:35]=[CH:36][CH2:37][CH2:38][CH3:39])=[CH:13][C:12]([Cl:24])=[CH:11][CH:10]=2)=[O:5])[CH3:2], predict the reactants needed to synthesize it. The reactants are: [CH2:1]([O:3][C:4]([C:6]1[C:7](=[O:34])[N:8](CC2C=CC(OC)=CC=2)[C:9]2[C:14]([C:15]=1OS(C(F)(F)F)(=O)=O)=[CH:13][C:12]([Cl:24])=[CH:11][CH:10]=2)=[O:5])[CH3:2].[CH:35](/B(O)O)=[CH:36]\[CH2:37][CH2:38][CH3:39].C([O-])(O)=O.[Na+].COCCOC.O. (2) Given the product [F:39][C:36]([F:37])([F:38])[C:34]1[CH:35]=[C:30]([CH:31]=[C:32]([C:40]([F:41])([F:42])[F:43])[CH:33]=1)[CH2:29][N:22]([C@H:18]1[CH2:19][CH2:20][CH2:21][N:15]([CH2:14][CH:11]2[CH2:10][CH2:9][NH:8][CH2:13][CH2:12]2)[C:16]2[CH:47]=[C:46]([C:48]([F:49])([F:50])[F:51])[C:45]([CH3:52])=[CH:44][C:17]1=2)[C:23]1[N:24]=[N:25][N:26]([CH3:28])[N:27]=1, predict the reactants needed to synthesize it. The reactants are: C(OC([N:8]1[CH2:13][CH2:12][CH:11]([CH2:14][N:15]2[CH2:21][CH2:20][CH2:19][C@H:18]([N:22]([CH2:29][C:30]3[CH:35]=[C:34]([C:36]([F:39])([F:38])[F:37])[CH:33]=[C:32]([C:40]([F:43])([F:42])[F:41])[CH:31]=3)[C:23]3[N:24]=[N:25][N:26]([CH3:28])[N:27]=3)[C:17]3[CH:44]=[C:45]([CH3:52])[C:46]([C:48]([F:51])([F:50])[F:49])=[CH:47][C:16]2=3)[CH2:10][CH2:9]1)=O)(C)(C)C.FC(F)(F)C(O)=O.